From a dataset of Forward reaction prediction with 1.9M reactions from USPTO patents (1976-2016). Predict the product of the given reaction. Given the reactants [S:1]1[CH2:6][CH2:5][CH:4]([OH:7])[CH2:3][CH2:2]1.C(N(CC)CC)C.[CH3:15][S:16](Cl)(=[O:18])=[O:17].O, predict the reaction product. The product is: [CH3:15][S:16]([O:7][CH:4]1[CH2:5][CH2:6][S:1][CH2:2][CH2:3]1)(=[O:18])=[O:17].